From a dataset of Catalyst prediction with 721,799 reactions and 888 catalyst types from USPTO. Predict which catalyst facilitates the given reaction. (1) Reactant: [C:1]1([CH2:7][N:8]2[CH2:19][CH2:18][C:11]3([NH:15]C(=O)N[C:12]3=[O:17])[CH2:10][CH2:9]2)[CH:6]=[CH:5][CH:4]=[CH:3][CH:2]=1.[Li+].[OH-:21]. Product: [NH2:15][C:11]1([C:12]([OH:17])=[O:21])[CH2:10][CH2:9][N:8]([CH2:7][C:1]2[CH:2]=[CH:3][CH:4]=[CH:5][CH:6]=2)[CH2:19][CH2:18]1. The catalyst class is: 6. (2) Reactant: [CH3:1][O:2][C:3]1[CH:4]=[C:5]([C:9]2(C(O)=O)[CH2:14][CH2:13][N:12]([C:15]3[N:20]=[CH:19][CH:18]=[CH:17][N:16]=3)[CH2:11][CH2:10]2)[CH:6]=[CH:7][CH:8]=1.C([N:26](CC)CC)C.C1(P(N=[N+]=[N-])(C2C=CC=CC=2)=O)C=CC=CC=1.Cl.[OH-].[Na+]. Product: [CH3:1][O:2][C:3]1[CH:4]=[C:5]([C:9]2([NH2:26])[CH2:14][CH2:13][N:12]([C:15]3[N:20]=[CH:19][CH:18]=[CH:17][N:16]=3)[CH2:11][CH2:10]2)[CH:6]=[CH:7][CH:8]=1. The catalyst class is: 11. (3) Reactant: C([N:4]1[C:17]2[C:12](=[CH:13][CH:14]=[C:15]([Br:18])[CH:16]=2)[C:6]2([CH2:9][S:8](=[O:11])(=[O:10])[CH2:7]2)[CH2:5]1)(=O)C.Cl. Product: [Br:18][C:15]1[CH:16]=[C:17]2[NH:4][CH2:5][C:6]3([CH2:7][S:8](=[O:11])(=[O:10])[CH2:9]3)[C:12]2=[CH:13][CH:14]=1. The catalyst class is: 5. (4) Reactant: Cl[C:2]1[CH:13]=[C:12]([F:14])[C:5]2[C:6](=[O:11])[NH:7][CH2:8][CH2:9][O:10][C:4]=2[CH:3]=1.[CH:15]1(B(O)O)[CH2:17][CH2:16]1.C1(P(C2CCCCC2)C2CCCCC2)CCCCC1.[H+].[B-](F)(F)(F)F.[O-]P([O-])([O-])=O.[K+].[K+].[K+]. Product: [CH:15]1([C:2]2[CH:13]=[C:12]([F:14])[C:5]3[C:6](=[O:11])[NH:7][CH2:8][CH2:9][O:10][C:4]=3[CH:3]=2)[CH2:17][CH2:16]1. The catalyst class is: 874. (5) Reactant: [CH3:1][C:2]1[N:3]([CH:15]([CH:17]2[CH2:22][CH2:21][O:20][CH2:19][CH2:18]2)[CH3:16])[C:4]2[C:9]([C:10]=1[C:11]([O:13]C)=[O:12])=[CH:8][CH:7]=[CH:6][CH:5]=2.Cl. Product: [CH3:1][C:2]1[N:3]([CH:15]([CH:17]2[CH2:18][CH2:19][O:20][CH2:21][CH2:22]2)[CH3:16])[C:4]2[C:9]([C:10]=1[C:11]([OH:13])=[O:12])=[CH:8][CH:7]=[CH:6][CH:5]=2. The catalyst class is: 494. (6) Reactant: [C:1]([O:5][C:6](=[O:112])[CH2:7][N:8]([CH2:104][C:105](=[O:111])[O:106][C:107]([CH3:110])([CH3:109])[CH3:108])[C:9](=[O:103])[CH2:10][N:11]1[CH:15]=[CH:14][N:13]=[C:12]1[CH2:16][N:17]([CH2:77][C:78]1[N:79]([CH2:83][C:84](=[O:102])[N:85]([CH2:94][C:95](=[O:101])[O:96][C:97]([CH3:100])([CH3:99])[CH3:98])[CH2:86][C:87](=[O:93])[O:88][C:89]([CH3:92])([CH3:91])[CH3:90])[CH:80]=[CH:81][N:82]=1)[CH2:18][CH2:19][CH2:20][CH2:21][C@@H:22]([C:41](=[O:76])[NH:42][CH2:43][CH2:44][CH2:45][CH2:46][C@@H:47]([C:69]([O:71][C:72]([CH3:75])([CH3:74])[CH3:73])=[O:70])[NH:48][C:49](=[O:68])[NH:50][C@H:51]([C:61]([O:63][C:64]([CH3:67])([CH3:66])[CH3:65])=[O:62])[CH2:52][CH2:53][C:54]([O:56][C:57]([CH3:60])([CH3:59])[CH3:58])=[O:55])[NH:23]C(=O)OCC1C2C=CC=CC=2C2C1=CC=CC=2)([CH3:4])([CH3:3])[CH3:2].N1CCCCC1. Product: [NH2:23][C@H:22]([C:41](=[O:76])[NH:42][CH2:43][CH2:44][CH2:45][CH2:46][C@@H:47]([C:69]([O:71][C:72]([CH3:75])([CH3:74])[CH3:73])=[O:70])[NH:48][C:49](=[O:68])[NH:50][C@H:51]([C:61]([O:63][C:64]([CH3:67])([CH3:66])[CH3:65])=[O:62])[CH2:52][CH2:53][C:54]([O:56][C:57]([CH3:60])([CH3:59])[CH3:58])=[O:55])[CH2:21][CH2:20][CH2:19][CH2:18][N:17]([CH2:77][C:78]1[N:79]([CH2:83][C:84]([N:85]([CH2:86][C:87]([O:88][C:89]([CH3:90])([CH3:91])[CH3:92])=[O:93])[CH2:94][C:95](=[O:101])[O:96][C:97]([CH3:98])([CH3:99])[CH3:100])=[O:102])[CH:80]=[CH:81][N:82]=1)[CH2:16][C:12]1[N:11]([CH2:10][C:9]([N:8]([CH2:104][C:105]([O:106][C:107]([CH3:109])([CH3:108])[CH3:110])=[O:111])[CH2:7][C:6](=[O:112])[O:5][C:1]([CH3:2])([CH3:4])[CH3:3])=[O:103])[CH:15]=[CH:14][N:13]=1. The catalyst class is: 3. (7) Reactant: C1(P(C2C=CC=CC=2)C2C=CC=CC=2)C=CC=CC=1.CC(OC(/N=N/C(OC(C)(C)C)=O)=O)(C)C.[OH:36][CH:37]1[CH2:42][CH2:41][N:40]([CH:43]([CH3:45])[CH3:44])[CH2:39][CH2:38]1.[Cl:46][C:47]1[N:56]=[CH:55][C:54]2[C:49](=[C:50](O)[CH:51]=[CH:52][CH:53]=2)[N:48]=1. Product: [Cl:46][C:47]1[N:56]=[CH:55][C:54]2[C:49](=[C:50]([O:36][CH:37]3[CH2:42][CH2:41][N:40]([CH:43]([CH3:45])[CH3:44])[CH2:39][CH2:38]3)[CH:51]=[CH:52][CH:53]=2)[N:48]=1. The catalyst class is: 1. (8) Reactant: [C:1]1([C:7]2[CH:16]=[C:15]([C:17]([OH:19])=O)[C:14]3[C:9](=[CH:10][CH:11]=[CH:12][CH:13]=3)[N:8]=2)[CH:6]=[CH:5][CH:4]=[CH:3][CH:2]=1.[Cl:20][C:21]1[CH:26]=[C:25]([N+:27]([O-:29])=[O:28])[CH:24]=[CH:23][C:22]=1[NH2:30].CCN(CC)CC.CN(C(ON1N=NC2C=CC=CC1=2)=[N+](C)C)C.F[P-](F)(F)(F)(F)F. Product: [Cl:20][C:21]1[CH:26]=[C:25]([N+:27]([O-:29])=[O:28])[CH:24]=[CH:23][C:22]=1[NH:30][C:17]([C:15]1[C:14]2[C:9](=[CH:10][CH:11]=[CH:12][CH:13]=2)[N:8]=[C:7]([C:1]2[CH:2]=[CH:3][CH:4]=[CH:5][CH:6]=2)[CH:16]=1)=[O:19]. The catalyst class is: 2. (9) Reactant: [C:1]([O:5][C:6]([N:8]1[CH2:15][C:14]2[C:10](=[N:11][NH:12][C:13]=2[NH2:16])[CH2:9]1)=[O:7])([CH3:4])([CH3:3])[CH3:2].C(O[CH:20](OCC)[CH:21]([CH3:29])[CH:22](OCC)OCC)C. Product: [C:1]([O:5][C:6]([N:8]1[CH2:15][C:14]2=[C:13]3[N:12]([N:11]=[C:10]2[CH2:9]1)[CH:22]=[C:21]([CH3:29])[CH:20]=[N:16]3)=[O:7])([CH3:4])([CH3:2])[CH3:3]. The catalyst class is: 313. (10) Reactant: Cl.[N:2]1([CH2:8][C:9]23[CH2:17][CH:13]4[CH2:14][CH:15]([CH2:16]2)[C:11]([NH2:18])([CH2:12]4)[CH2:10]3)[CH2:7][CH2:6][S:5][CH2:4][CH2:3]1.Cl[CH2:20][C:21]([N:23]1[CH2:27][CH2:26][CH2:25][C@H:24]1[C:28]#[N:29])=[O:22].C([O-])([O-])=O.[K+].[K+]. Product: [N:2]1([CH2:8][C:9]23[CH2:17][CH:13]4[CH2:12][C:11]([NH:18][CH2:20][C:21]([N:23]5[CH2:27][CH2:26][CH2:25][C@H:24]5[C:28]#[N:29])=[O:22])([CH2:10]2)[CH:15]([CH2:14]4)[CH2:16]3)[CH2:7][CH2:6][S:5][CH2:4][CH2:3]1. The catalyst class is: 197.